This data is from Catalyst prediction with 721,799 reactions and 888 catalyst types from USPTO. The task is: Predict which catalyst facilitates the given reaction. (1) Reactant: [CH3:1][O:2][C:3]1[CH:4]=[C:5]2[C:10](=[C:11]([NH:13][S:14]([C:17]3[CH:22]=[CH:21][C:20]([C:23]([F:26])([F:25])[F:24])=[CH:19][C:18]=3[N+:27]([O-])=O)(=[O:16])=[O:15])[CH:12]=1)[N:9]=[CH:8][CH:7]=[CH:6]2.O.NN. Product: [NH2:27][C:18]1[CH:19]=[C:20]([C:23]([F:25])([F:24])[F:26])[CH:21]=[CH:22][C:17]=1[S:14]([NH:13][C:11]1[CH:12]=[C:3]([O:2][CH3:1])[CH:4]=[C:5]2[C:10]=1[N:9]=[CH:8][CH:7]=[CH:6]2)(=[O:15])=[O:16]. The catalyst class is: 181. (2) Reactant: [Cl:1][C:2]1[CH:3]=[C:4]([CH:8]=[CH:9][CH:10]=1)[C:5]([OH:7])=O.[NH2:11][C:12]1[CH:13]=[C:14]2[C:19](=[CH:20][CH:21]=1)[CH2:18][C:17]1([C:25](=[O:26])[NH:24][C:23](=[O:27])[NH:22]1)[CH2:16][CH2:15]2.C(Cl)CCl.C1C=CC2N(O)N=NC=2C=1.C(N(CC)C(C)C)(C)C. Product: [Cl:1][C:2]1[CH:3]=[C:4]([CH:8]=[CH:9][CH:10]=1)[C:5]([NH:11][C:12]1[CH:13]=[C:14]2[C:19](=[CH:20][CH:21]=1)[CH2:18][C:17]1([C:25](=[O:26])[NH:24][C:23](=[O:27])[NH:22]1)[CH2:16][CH2:15]2)=[O:7]. The catalyst class is: 3. (3) Reactant: C([Si](C1C=CC=CC=1)(C1C=CC=CC=1)[O:6][C:7]1[CH:50]=[CH:49][C:10]([O:11][CH2:12][C@@H:13]([OH:48])[CH2:14][NH:15][CH2:16][CH2:17][C:18]2[CH:47]=[CH:46][C:21]([NH:22][CH:23]3[CH2:28][CH2:27][N:26]([C:29]([NH:31][CH2:32][CH:33]([C:40]4[CH:45]=[CH:44][CH:43]=[CH:42][CH:41]=4)[C:34]4[CH:39]=[CH:38][CH:37]=[CH:36][CH:35]=4)=[O:30])[CH2:25][CH2:24]3)=[CH:20][CH:19]=2)=[CH:9][CH:8]=1)(C)(C)C. Product: [C:34]1([CH:33]([C:40]2[CH:45]=[CH:44][CH:43]=[CH:42][CH:41]=2)[CH2:32][NH:31][C:29]([N:26]2[CH2:27][CH2:28][CH:23]([NH:22][C:21]3[CH:46]=[CH:47][C:18]([CH2:17][CH2:16][NH:15][CH2:14][C@H:13]([OH:48])[CH2:12][O:11][C:10]4[CH:49]=[CH:50][C:7]([OH:6])=[CH:8][CH:9]=4)=[CH:19][CH:20]=3)[CH2:24][CH2:25]2)=[O:30])[CH:35]=[CH:36][CH:37]=[CH:38][CH:39]=1. The catalyst class is: 147. (4) Reactant: [NH2:1][CH2:2][C:3]([NH:5][C:6]1([CH2:35][CH2:36][CH:37]([CH3:39])[CH3:38])[C:15]2[C:10](=[CH:11][CH:12]=[CH:13][CH:14]=2)[C:9]([OH:16])=[C:8]([C:17]2[NH:22][C:21]3[CH:23]=[CH:24][C:25]([NH:27][S:28]([CH3:31])(=[O:30])=[O:29])=[CH:26][C:20]=3[S:19](=[O:33])(=[O:32])[N:18]=2)[C:7]1=[O:34])=[O:4].[C:40](OC(=O)C)(=[O:42])[CH3:41].C(N(CC)CC)C. Product: [C:40]([NH:1][CH2:2][C:3]([NH:5][C:6]1([CH2:35][CH2:36][CH:37]([CH3:39])[CH3:38])[C:15]2[C:10](=[CH:11][CH:12]=[CH:13][CH:14]=2)[C:9]([OH:16])=[C:8]([C:17]2[NH:22][C:21]3[CH:23]=[CH:24][C:25]([NH:27][S:28]([CH3:31])(=[O:29])=[O:30])=[CH:26][C:20]=3[S:19](=[O:32])(=[O:33])[N:18]=2)[C:7]1=[O:34])=[O:4])(=[O:42])[CH3:41]. The catalyst class is: 4. (5) Reactant: [H-].[H-].[H-].[H-].[Li+].[Al+3].C(O[C:11](=O)[C:12]1[C:17]([O:18][CH:19]([CH3:21])[CH3:20])=[CH:16][C:15]([Cl:22])=[N:14][C:13]=1[CH3:23])(C)C.O=S(Cl)Cl.C([O-])([O-])=O.[Cs+].[Cs+].[CH:35]1[C:42]([CH:43]([CH3:45])[CH3:44])=[CH:41][CH:40]=[C:38]([CH3:39])[C:36]=1[OH:37]. Product: [Cl:22][C:15]1[N:14]=[C:13]([CH3:23])[C:12]([CH2:11][O:37][C:36]2[CH:35]=[C:42]([CH:43]([CH3:45])[CH3:44])[CH:41]=[CH:40][C:38]=2[CH3:39])=[C:17]([O:18][CH:19]([CH3:21])[CH3:20])[CH:16]=1. The catalyst class is: 677. (6) Reactant: [Br:1][C:2]1[CH:8]=[C:7]([O:9][C:10]([F:13])([F:12])[F:11])[CH:6]=[C:5]([Br:14])[C:3]=1[NH2:4].[C:15](OC(=O)C)(=[O:17])[CH3:16]. Product: [Br:1][C:2]1[CH:8]=[C:7]([O:9][C:10]([F:13])([F:12])[F:11])[CH:6]=[C:5]([Br:14])[C:3]=1[NH:4][C:15](=[O:17])[CH3:16]. The catalyst class is: 15. (7) Reactant: [Cl:1][C:2]1[C:3]([OH:24])=[C:4]([CH:11](O)[CH2:12][CH2:13][CH2:14][CH2:15][CH2:16][CH2:17][CH2:18][CH2:19][CH2:20][CH2:21][CH3:22])[C:5]([OH:10])=[C:6]([CH:9]=1)[CH:7]=[O:8].P(=O)(O)(O)O.[Cl-].[Na+]. Product: [Cl:1][C:2]1[C:3]([OH:24])=[C:4]([CH:11]=[CH:12][CH2:13][CH2:14][CH2:15][CH2:16][CH2:17][CH2:18][CH2:19][CH2:20][CH2:21][CH3:22])[C:5]([OH:10])=[C:6]([CH:9]=1)[CH:7]=[O:8]. The catalyst class is: 15.